Dataset: Rat liver microsome stability data. Task: Regression/Classification. Given a drug SMILES string, predict its absorption, distribution, metabolism, or excretion properties. Task type varies by dataset: regression for continuous measurements (e.g., permeability, clearance, half-life) or binary classification for categorical outcomes (e.g., BBB penetration, CYP inhibition). Dataset: rlm. (1) The drug is Clc1ccc(-c2nnc(C3CCCCC3)o2)cc1. The result is 1 (stable in rat liver microsomes). (2) The molecule is Cc1cnc(-c2ccccc2C2COC2)nc1NCc1ccc(-n2ccnn2)cc1. The result is 0 (unstable in rat liver microsomes). (3) The drug is CS(=O)(=O)c1cnc(O[C@H]2CC[C@H](OC3CCN(CC4(C(F)(F)F)CC4)CC3)CC2)cn1. The result is 0 (unstable in rat liver microsomes). (4) The molecule is O=C1CCCC2=C1C(c1ccccc1I)NC(Nc1nc3ccccc3o1)=N2. The result is 1 (stable in rat liver microsomes). (5) The compound is Cn1nnnc1Sc1ncnc2scc(-c3cc4ccccc4o3)c12. The result is 1 (stable in rat liver microsomes). (6) The compound is Fc1cc2nc(CNc3nc(N4CCOCC4)nc4c3ncn4-c3cccnc3)[nH]c2cc1F. The result is 1 (stable in rat liver microsomes). (7) The drug is CCOC(=O)C1(Cc2ccccc2C(F)(F)F)CCN(C2CCN(C(C)C)CC2)CC1. The result is 0 (unstable in rat liver microsomes).